From a dataset of Merck oncology drug combination screen with 23,052 pairs across 39 cell lines. Regression. Given two drug SMILES strings and cell line genomic features, predict the synergy score measuring deviation from expected non-interaction effect. (1) Drug 1: COC12C(COC(N)=O)C3=C(C(=O)C(C)=C(N)C3=O)N1CC1NC12. Drug 2: NC1(c2ccc(-c3nc4ccn5c(=O)[nH]nc5c4cc3-c3ccccc3)cc2)CCC1. Cell line: UWB1289BRCA1. Synergy scores: synergy=16.5. (2) Drug 1: CN1C(=O)C=CC2(C)C3CCC4(C)C(NC(=O)OCC(F)(F)F)CCC4C3CCC12. Drug 2: N.N.O=C(O)C1(C(=O)O)CCC1.[Pt]. Cell line: ZR751. Synergy scores: synergy=9.02.